This data is from Forward reaction prediction with 1.9M reactions from USPTO patents (1976-2016). The task is: Predict the product of the given reaction. Given the reactants [NH2:1][C:2]1[CH:9]=[C:8]([F:10])[C:7]([F:11])=[CH:6][C:3]=1[C:4]#[N:5].Cl[C:13]([O:15][CH2:16][CH3:17])=[O:14].C([O-])(O)=O.[Na+], predict the reaction product. The product is: [C:4]([C:3]1[CH:6]=[C:7]([F:11])[C:8]([F:10])=[CH:9][C:2]=1[NH:1][C:13](=[O:14])[O:15][CH2:16][CH3:17])#[N:5].